From a dataset of Full USPTO retrosynthesis dataset with 1.9M reactions from patents (1976-2016). Predict the reactants needed to synthesize the given product. (1) The reactants are: [CH:1](/[CH:4]1[O:8][C@H:7]([C:9]([O:11][CH:12]([CH3:14])[CH3:13])=[O:10])[C@@H:6]([C:15]([O:17][CH:18]([CH3:20])[CH3:19])=[O:16])[O:5]1)=[CH:2]\[CH3:3].[CH2:21]([Zn]CC)C.ICI. Given the product [CH3:3][C@H:2]1[CH2:21][C@@H:1]1[CH:4]1[O:5][C@H:6]([C:15]([O:17][CH:18]([CH3:20])[CH3:19])=[O:16])[C@@H:7]([C:9]([O:11][CH:12]([CH3:14])[CH3:13])=[O:10])[O:8]1, predict the reactants needed to synthesize it. (2) Given the product [Cl:8][C:5]1[N:4]=[C:3]2[C:2]([N:14]([CH3:15])[C:12](=[O:13])[CH2:11][CH2:10][N:9]2[CH2:16][CH:17]([CH3:19])[CH3:18])=[CH:7][N:6]=1, predict the reactants needed to synthesize it. The reactants are: Br[C:2]1[C:3]([N:9]([CH2:16][CH:17]([CH3:19])[CH3:18])[CH2:10][CH2:11][C:12]([NH:14][CH3:15])=[O:13])=[N:4][C:5]([Cl:8])=[N:6][CH:7]=1.C(=O)([O-])[O-].[Cs+].[Cs+].CC1(C)C2C(=C(P(C3C=CC=CC=3)C3C=CC=CC=3)C=CC=2)OC2C(P(C3C=CC=CC=3)C3C=CC=CC=3)=CC=CC1=2.